From a dataset of Full USPTO retrosynthesis dataset with 1.9M reactions from patents (1976-2016). Predict the reactants needed to synthesize the given product. (1) The reactants are: [C:1]([C:5]1[CH:45]=[CH:44][C:8]([C:9]([NH:11][C@@H:12]([CH2:17][C:18]2[CH:23]=[CH:22][C:21]([C:24]([NH:26][NH:27][C:28](=O)[C:29]3[CH:34]=[CH:33][C:32]([O:35][CH2:36][CH2:37][CH2:38][CH2:39][CH2:40][CH2:41][CH3:42])=[CH:31][CH:30]=3)=[O:25])=[CH:20][CH:19]=2)[C:13]([O:15][CH3:16])=[O:14])=[O:10])=[CH:7][CH:6]=1)([CH3:4])([CH3:3])[CH3:2].[Cl-].ClC1N(C)CC[NH+]1C. Given the product [C:1]([C:5]1[CH:45]=[CH:44][C:8]([C:9]([NH:11][C@@H:12]([CH2:17][C:18]2[CH:19]=[CH:20][C:21]([C:24]3[O:25][C:28]([C:29]4[CH:34]=[CH:33][C:32]([O:35][CH2:36][CH2:37][CH2:38][CH2:39][CH2:40][CH2:41][CH3:42])=[CH:31][CH:30]=4)=[N:27][N:26]=3)=[CH:22][CH:23]=2)[C:13]([O:15][CH3:16])=[O:14])=[O:10])=[CH:7][CH:6]=1)([CH3:4])([CH3:3])[CH3:2], predict the reactants needed to synthesize it. (2) Given the product [CH3:14][O:15][CH2:16][CH2:17][O:18][CH2:19][O:20][C:21]1[CH:26]=[CH:25][C:24]([C:2]2[N:7]=[C:6]([C:8]#[N:9])[C:5]3[N:10]=[CH:11][N:12]([CH3:13])[C:4]=3[CH:3]=2)=[CH:23][C:22]=1[C:30]([F:31])([F:32])[F:33], predict the reactants needed to synthesize it. The reactants are: Cl[C:2]1[N:7]=[C:6]([C:8]#[N:9])[C:5]2[N:10]=[CH:11][N:12]([CH3:13])[C:4]=2[CH:3]=1.[CH3:14][O:15][CH2:16][CH2:17][O:18][CH2:19][O:20][C:21]1[CH:26]=[CH:25][C:24](B(O)O)=[CH:23][C:22]=1[C:30]([F:33])([F:32])[F:31].P([O-])([O-])([O-])=O.[K+].[K+].[K+].C1(P(C2CCCCC2)C2CCCCC2)CCCCC1. (3) The reactants are: [Cl:1][C:2]1[CH:11]=[C:10]([Cl:12])[C:9]([C:13]2[CH:18]=[CH:17][CH:16]=[CH:15][N:14]=2)=[CH:8][C:3]=1[C:4]([O:6]C)=[O:5].[Li+].[OH-].O.Cl. Given the product [Cl:1][C:2]1[CH:11]=[C:10]([Cl:12])[C:9]([C:13]2[CH:18]=[CH:17][CH:16]=[CH:15][N:14]=2)=[CH:8][C:3]=1[C:4]([OH:6])=[O:5], predict the reactants needed to synthesize it.